From a dataset of Forward reaction prediction with 1.9M reactions from USPTO patents (1976-2016). Predict the product of the given reaction. (1) Given the reactants S(=O)(=O)(O)O.[CH:6]([OH:15])([C:11]([F:14])([F:13])[F:12])[C:7]([F:10])([F:9])[F:8].C[O:17][CH:18](O)[C:19]([F:22])([F:21])[F:20], predict the reaction product. The product is: [C:19]([CH:18]([O:15][CH:6]([C:11]([F:14])([F:13])[F:12])[C:7]([F:10])([F:9])[F:8])[OH:17])([F:22])([F:21])[F:20]. (2) Given the reactants C([O:3][C:4]([C:6]1[C:7]([CH3:24])=[N:8][C:9]([NH:13][CH2:14]/[CH:15]=[CH:16]/[C:17]2[CH:22]=[CH:21][CH:20]=[C:19]([OH:23])[CH:18]=2)=[N:10][C:11]=1[CH3:12])=[O:5])C.O.[OH-].[Li+].O1CCOCC1, predict the reaction product. The product is: [OH:23][C:19]1[CH:18]=[C:17](/[CH:16]=[CH:15]/[CH2:14][NH:13][C:9]2[N:8]=[C:7]([CH3:24])[C:6]([C:4]([OH:5])=[O:3])=[C:11]([CH3:12])[N:10]=2)[CH:22]=[CH:21][CH:20]=1. (3) Given the reactants [F:1][C:2]1[CH:7]=[CH:6][C:5]([C:8]2[CH:13]=[N:12][C:11]([N:14]3[CH2:19][CH2:18][NH:17][CH2:16][CH2:15]3)=[CH:10][N:9]=2)=[CH:4][CH:3]=1.C(N(CC)CC)C.[CH3:27][S:28](Cl)(=[O:30])=[O:29], predict the reaction product. The product is: [F:1][C:2]1[CH:7]=[CH:6][C:5]([C:8]2[CH:13]=[N:12][C:11]([N:14]3[CH2:15][CH2:16][N:17]([S:28]([CH3:27])(=[O:30])=[O:29])[CH2:18][CH2:19]3)=[CH:10][N:9]=2)=[CH:4][CH:3]=1. (4) Given the reactants [CH3:1][O:2][C:3]1[CH:4]=[C:5]([CH:19]=[CH:20][CH:21]=1)[CH2:6][NH:7][C:8]1[N:18]=[CH:17][CH:16]=[CH:15][C:9]=1[C:10]([O:12]CC)=[O:11].[OH-].[Na+], predict the reaction product. The product is: [CH3:1][O:2][C:3]1[CH:4]=[C:5]([CH:19]=[CH:20][CH:21]=1)[CH2:6][NH:7][C:8]1[N:18]=[CH:17][CH:16]=[CH:15][C:9]=1[C:10]([OH:12])=[O:11].